Dataset: Reaction yield outcomes from USPTO patents with 853,638 reactions. Task: Predict the reaction yield, written as a fraction of the theoretical maximum amount of product (1.0 means a 100% yield; for example, 0.34 means a 34% yield). The reactants are [C:1]([O:4][CH:5]1[C:10](=[O:11])[O:9][CH:8]([CH2:12]OC(=O)C)[CH2:7][CH2:6]1)(=[O:3])[CH3:2].C(N(CC)CC)C. The yield is 0.700. The product is [C:1]([O:4][CH:5]1[CH2:6][CH2:7][CH:8]([CH3:12])[O:9][C:10]1=[O:11])(=[O:3])[CH3:2]. The catalyst is C(OCC)(=O)C.[Pd].